This data is from Reaction yield outcomes from USPTO patents with 853,638 reactions. The task is: Predict the reaction yield, written as a fraction of the theoretical maximum amount of product (1.0 means a 100% yield; for example, 0.34 means a 34% yield). (1) The reactants are [C:1]([O:5][C:6]([NH:8][CH2:9][C:10]1[N:11]([CH2:35][CH:36]([CH3:38])[CH3:37])[C:12](=[O:34])[C:13]2[C:18]([C:19]=1[C:20]1[CH:25]=[CH:24][CH:23]=[CH:22][CH:21]=1)=[CH:17][C:16]([C:26]1[S:27][CH:28]=[C:29](C(O)=O)[N:30]=1)=[CH:15][CH:14]=2)=[O:7])([CH3:4])([CH3:3])[CH3:2].C1(P(N=[N+]=[N-])(C2C=CC=CC=2)=[O:46])C=CC=CC=1.C([N:58]([CH2:61]C)CC)C.[CH:63]1[C:75]2[CH:74]([CH2:76][OH:77])[C:73]3[C:68](=[CH:69][CH:70]=[CH:71][CH:72]=3)[C:67]=2[CH:66]=[CH:65][CH:64]=1. The catalyst is CN(C)C=O.O. The product is [C:1]([O:5][C:6]([NH:8][CH2:9][C:10]1[N:11]([CH2:35][CH:36]([CH3:37])[CH3:38])[C:12](=[O:34])[C:13]2[C:18]([C:19]=1[C:20]1[CH:25]=[CH:24][CH:23]=[CH:22][CH:21]=1)=[CH:17][C:16]([C:26]1[S:27][CH:28]=[C:29]([NH:58][C:61](=[O:46])[O:77][CH2:76][CH:74]3[C:75]4[CH:63]=[CH:64][CH:65]=[CH:66][C:67]=4[C:68]4[C:73]3=[CH:72][CH:71]=[CH:70][CH:69]=4)[N:30]=1)=[CH:15][CH:14]=2)=[O:7])([CH3:4])([CH3:2])[CH3:3]. The yield is 0.514. (2) The reactants are O[C:2]1[C:10]([I:11])=[CH:9][C:8]([I:12])=[CH:7][C:3]=1[C:4]([OH:6])=[O:5].S([O:18][CH3:19])(OC)(=O)=O.[CH3:20]C(C)=O. No catalyst specified. The product is [I:11][C:10]1[C:2]([O:18][CH3:19])=[C:3]([CH:7]=[C:8]([I:12])[CH:9]=1)[C:4]([O:6][CH3:20])=[O:5]. The yield is 1.00. (3) The reactants are CS(C)=O.C(Cl)(=O)C(Cl)=O.[OH:11][CH2:12][C:13]1[N:17]2[C:18](=[O:34])[N:19]([CH:21]3[CH2:26][CH2:25][N:24]([C:27]([O:29][C:30]([CH3:33])([CH3:32])[CH3:31])=[O:28])[CH2:23][CH2:22]3)[CH2:20][C:16]2=[CH:15][N:14]=1.C(N(CC)CC)C. The catalyst is ClCCl. The product is [CH:12]([C:13]1[N:17]2[C:18](=[O:34])[N:19]([CH:21]3[CH2:22][CH2:23][N:24]([C:27]([O:29][C:30]([CH3:32])([CH3:31])[CH3:33])=[O:28])[CH2:25][CH2:26]3)[CH2:20][C:16]2=[CH:15][N:14]=1)=[O:11]. The yield is 0.620. (4) The reactants are C(O)(=O)C.[F-].C([N+](CCCC)(CCCC)CCCC)CCC.[Br:23][C:24]1[CH:29]=[CH:28][C:27]([NH:30][C:31]2[C:39]([C:40]3[O:41][C:42]([NH:45][CH2:46][CH2:47][O:48][Si](C(C)(C)C)(C)C)=[N:43][N:44]=3)=[C:38]3[N:34]([CH2:35][CH2:36][CH2:37]3)[C:33](=[O:56])[C:32]=2[F:57])=[C:26]([F:58])[CH:25]=1. The catalyst is C1COCC1.C(OC(=O)C)C.O. The product is [Br:23][C:24]1[CH:29]=[CH:28][C:27]([NH:30][C:31]2[C:39]([C:40]3[O:41][C:42]([NH:45][CH2:46][CH2:47][OH:48])=[N:43][N:44]=3)=[C:38]3[N:34]([CH2:35][CH2:36][CH2:37]3)[C:33](=[O:56])[C:32]=2[F:57])=[C:26]([F:58])[CH:25]=1. The yield is 0.140. (5) The reactants are [NH:1]1[CH:5]=[N:4][CH:3]=[N:2]1.O=P(Cl)(Cl)Cl.[I:11][C:12]1[N:13]=[C:14]([C@H:22]2[CH2:27][CH2:26][C@H:25]([C:28]([O:30][CH3:31])=[O:29])[CH2:24][CH2:23]2)[N:15]2[C:20]=1C(=O)NC=N2. The catalyst is N1C=CC=CC=1. The product is [NH2:1][C:5]1[C:20]2=[C:12]([I:11])[N:13]=[C:14]([C@H:22]3[CH2:23][CH2:24][C@H:25]([C:28]([O:30][CH3:31])=[O:29])[CH2:26][CH2:27]3)[N:15]2[N:2]=[CH:3][N:4]=1. The yield is 0.760. (6) The product is [CH3:1][O:2][C:3](=[O:4])[C:5]1[CH:13]=[CH:12][C:8]([CH2:9][OH:10])=[CH:7][C:6]=1[N+:14]([O-:16])=[O:15]. The yield is 0.990. The catalyst is C1COCC1.COCCOC.CN(C=O)C. The reactants are [CH3:1][O:2][C:3]([C:5]1[CH:13]=[CH:12][C:8]([C:9](O)=[O:10])=[CH:7][C:6]=1[N+:14]([O-:16])=[O:15])=[O:4].C(Cl)(=O)C(Cl)=O.[BH4-].[Na+].Cl. (7) The reactants are [CH2:1]([C:3]1[C:8]([O:9][C:10]2[CH:15]=[CH:14][N:13]=[C:12]([C:16]3[CH:17]=[N:18][N:19]([CH3:21])[CH:20]=3)[CH:11]=2)=[CH:7][CH:6]=[C:5]([N+:22]([O-])=O)[N:4]=1)[CH3:2].[NH4+].[Cl-]. The catalyst is CO.C1COCC1.CCOC(C)=O.[Zn]. The product is [CH2:1]([C:3]1[N:4]=[C:5]([NH2:22])[CH:6]=[CH:7][C:8]=1[O:9][C:10]1[CH:15]=[CH:14][N:13]=[C:12]([C:16]2[CH:17]=[N:18][N:19]([CH3:21])[CH:20]=2)[CH:11]=1)[CH3:2]. The yield is 0.800. (8) The reactants are [OH:1][C@@H:2]1[CH2:7][CH2:6][C@H:5]([N:8]2[CH2:12][CH2:11][C:10]3([CH2:17][CH2:16][N:15](C(OCC4C=CC=CC=4)=O)[CH2:14][CH2:13]3)[C:9]2=[O:28])[CH2:4][CH2:3]1. The catalyst is CO.[Pd]. The product is [OH:1][C@@H:2]1[CH2:3][CH2:4][C@H:5]([N:8]2[CH2:12][CH2:11][C:10]3([CH2:17][CH2:16][NH:15][CH2:14][CH2:13]3)[C:9]2=[O:28])[CH2:6][CH2:7]1. The yield is 0.930.